Task: Predict which catalyst facilitates the given reaction.. Dataset: Catalyst prediction with 721,799 reactions and 888 catalyst types from USPTO Reactant: C(OC([NH:8][C@@H:9]([C:11]1[C:12]([F:45])=[C:13]([C:17]2[CH:22]=[C:21]([O:23][CH2:24][C:25]3([CH3:28])[CH2:27][CH2:26]3)[CH:20]=[C:19]([CH2:29][O:30][C:31]3[CH:36]=[CH:35][CH:34]=[CH:33][C:32]=3[CH2:37][C:38]([O:40]C(C)(C)C)=[O:39])[CH:18]=2)[CH:14]=[CH:15][CH:16]=1)[CH3:10])=O)(C)(C)C.Cl. Product: [NH2:8][C@@H:9]([C:11]1[C:12]([F:45])=[C:13]([C:17]2[CH:22]=[C:21]([O:23][CH2:24][C:25]3([CH3:28])[CH2:27][CH2:26]3)[CH:20]=[C:19]([CH2:29][O:30][C:31]3[CH:36]=[CH:35][CH:34]=[CH:33][C:32]=3[CH2:37][C:38]([OH:40])=[O:39])[CH:18]=2)[CH:14]=[CH:15][CH:16]=1)[CH3:10]. The catalyst class is: 269.